From a dataset of Forward reaction prediction with 1.9M reactions from USPTO patents (1976-2016). Predict the product of the given reaction. (1) Given the reactants [CH3:1][C:2]([C:22]([O:24][CH3:25])=[O:23])([CH3:21])[NH:3][C:4]([C:6]1[CH:11]=[CH:10][C:9]([C:12]2[CH:17]=[CH:16][C:15]([N+:18]([O-:20])=[O:19])=[CH:14][CH:13]=2)=[CH:8][CH:7]=1)=[O:5].[H-].[Na+].[CH3:28]N(C)C=O.IC, predict the reaction product. The product is: [CH3:28][N:3]([C:4]([C:6]1[CH:7]=[CH:8][C:9]([C:12]2[CH:17]=[CH:16][C:15]([N+:18]([O-:20])=[O:19])=[CH:14][CH:13]=2)=[CH:10][CH:11]=1)=[O:5])[C:2]([CH3:1])([C:22]([O:24][CH3:25])=[O:23])[CH3:21]. (2) Given the reactants [C:1]([O:5][C:6](=[O:21])[NH:7][C:8]1[CH:13]=[C:12]([CH2:14][CH3:15])[C:11]([C:16]([F:19])([F:18])[F:17])=[CH:10][C:9]=1[NH2:20])([CH3:4])([CH3:3])[CH3:2].C([O:26][C:27](=O)[CH2:28][C:29]([C:31]1[CH:36]=[CH:35][CH:34]=[C:33]([C:37]2[CH:42]=[CH:41][N:40]=[C:39]([C:43]#[N:44])[CH:38]=2)[CH:32]=1)=[O:30])(C)(C)C, predict the reaction product. The product is: [C:1]([O:5][C:6](=[O:21])[NH:7][C:8]1[CH:13]=[C:12]([CH2:14][CH3:15])[C:11]([C:16]([F:19])([F:18])[F:17])=[CH:10][C:9]=1[NH:20][C:27](=[O:26])[CH2:28][C:29]([C:31]1[CH:36]=[CH:35][CH:34]=[C:33]([C:37]2[CH:42]=[CH:41][N:40]=[C:39]([C:43]#[N:44])[CH:38]=2)[CH:32]=1)=[O:30])([CH3:2])([CH3:3])[CH3:4]. (3) Given the reactants [CH:1]1([NH:4][CH2:5][C:6]2[CH:11]=[CH:10][N:9]=[C:8]3[N:12](S(C4C=CC(C)=CC=4)(=O)=O)[C:13]([C:15]4[C:19]5=[N:20][C:21]([O:26][CH3:27])=[C:22]([O:24][CH3:25])[CH:23]=[C:18]5[N:17]([CH3:28])[CH:16]=4)=[CH:14][C:7]=23)[CH2:3][CH2:2]1.[OH-].[K+], predict the reaction product. The product is: [CH:1]1([NH:4][CH2:5][C:6]2[CH:11]=[CH:10][N:9]=[C:8]3[NH:12][C:13]([C:15]4[C:19]5=[N:20][C:21]([O:26][CH3:27])=[C:22]([O:24][CH3:25])[CH:23]=[C:18]5[N:17]([CH3:28])[CH:16]=4)=[CH:14][C:7]=23)[CH2:2][CH2:3]1. (4) Given the reactants CN([CH2:4][CH2:5]C=C1C2C=CC=CC=2OCC2C=CC=CC1=2)C.CN(CCC=C1C2C=CC=CC=2[O:36]CC2C=CC=CC1=2)C.[ClH:43].CN1[C@@H]2[C@@H]3O[C@H]3[C@H]1C[C@@H](OC([C@@H](C1C=CC=CC=1)CO)=O)C2.C[C:67]1[CH:68]=[C:69]([C:81](C)(C)C)[C:70](O)=[C:71]([CH3:79])[C:72]=1CC1NCCN=1.Cl.CC1C=C(C(C)(C)C)C(O)=C(C)C=1[CH2:93][C:94]1[NH:98][CH2:97][CH2:96][N:95]=1.Cl, predict the reaction product. The product is: [CH3:4][CH2:5][N:98]([CH2:97][C:96]([NH:95][C:70]1[C:69]([CH3:81])=[CH:68][CH:67]=[CH:72][C:71]=1[CH3:79])=[O:36])[CH2:94][CH3:93].[ClH:43].